This data is from Aqueous solubility values for 9,982 compounds from the AqSolDB database. The task is: Regression/Classification. Given a drug SMILES string, predict its absorption, distribution, metabolism, or excretion properties. Task type varies by dataset: regression for continuous measurements (e.g., permeability, clearance, half-life) or binary classification for categorical outcomes (e.g., BBB penetration, CYP inhibition). For this dataset (solubility_aqsoldb), we predict Y. (1) The drug is CC12CCC3C(CCC4CC(=O)CCC43C)C1CCC2O. The Y is -4.74 log mol/L. (2) The drug is Clc1cc(Cl)c(Cl)c(Cl)c1Cl. The Y is -5.65 log mol/L. (3) The drug is NCCNCCNCCNCCN. The Y is 0.723 log mol/L. (4) The drug is CC(=O)CCc1ccccc1. The Y is -1.72 log mol/L. (5) The molecule is CC(C)(C)OO.CC1(C)CC(OC(=O)CCCCCCCCC(=O)OC2CC(C)(C)NC(C)(C)C2)CC(C)(C)N1.CCCCCCCC. The Y is -5.06 log mol/L. (6) The drug is CCCOC(=O)c1ccccc1. The Y is -2.67 log mol/L. (7) The drug is COc1cc(N=Nc2cc(S(=O)(=O)[O-])cc3cc(S(=O)(=O)[O-])cc(O)c23)c(C)cc1NC(=O)Nc1cc(C)c(N=Nc2cc(S(=O)(=O)[O-])cc3cc(S(=O)(=O)[O-])cc(O)c23)cc1OC.[Na+].[Na+].[Na+].[Na+]. The Y is -2.69 log mol/L.